Dataset: NCI-60 drug combinations with 297,098 pairs across 59 cell lines. Task: Regression. Given two drug SMILES strings and cell line genomic features, predict the synergy score measuring deviation from expected non-interaction effect. (1) Drug 1: C1CCC(CC1)NC(=O)N(CCCl)N=O. Drug 2: C(CC(=O)O)C(=O)CN.Cl. Cell line: K-562. Synergy scores: CSS=22.0, Synergy_ZIP=-9.62, Synergy_Bliss=0.101, Synergy_Loewe=-18.5, Synergy_HSA=0.832. (2) Cell line: SNB-19. Drug 1: C1CC(C1)(C(=O)O)C(=O)O.[NH2-].[NH2-].[Pt+2]. Synergy scores: CSS=58.8, Synergy_ZIP=-0.778, Synergy_Bliss=1.55, Synergy_Loewe=-20.9, Synergy_HSA=-0.591. Drug 2: B(C(CC(C)C)NC(=O)C(CC1=CC=CC=C1)NC(=O)C2=NC=CN=C2)(O)O.